This data is from Reaction yield outcomes from USPTO patents with 853,638 reactions. The task is: Predict the reaction yield, written as a fraction of the theoretical maximum amount of product (1.0 means a 100% yield; for example, 0.34 means a 34% yield). (1) The reactants are [OH:1][C:2]1[CH:3]=[C:4]([C:8]([F:11])([F:10])[F:9])[CH:5]=[CH:6][CH:7]=1.F[C:13]1[CH:18]=[CH:17][CH:16]=[CH:15][C:14]=1[N+:19]([O-:21])=[O:20].[F:22][C:23]([F:39])([F:38])[C:24]1[CH:25]=[C:26]([CH:35]=[CH:36][CH:37]=1)[O:27][C:28]1[CH:34]=[CH:33][CH:32]=[CH:31][C:29]=1[NH2:30].[NH2:40][C:41]1[S:42][CH:43]=[CH:44][N:45]=1. No catalyst specified. The product is [F:11][C:8]([F:9])([F:10])[C:4]1[CH:3]=[C:2]([CH:7]=[CH:6][CH:5]=1)[O:1][C:13]1[CH:18]=[CH:17][CH:16]=[CH:15][C:14]=1[N+:19]([O-:21])=[O:20].[F:22][C:23]([F:38])([F:39])[C:24]1[CH:25]=[C:26]([CH:35]=[CH:36][CH:37]=1)[O:27][C:28]1[CH:34]=[CH:33][CH:32]=[CH:31][C:29]=1[NH:30][C:2]([NH:40][C:41]1[S:42][CH:43]=[CH:44][N:45]=1)=[O:1]. The yield is 0.650. (2) The reactants are [Cl:1][C:2]1[CH:7]=[CH:6][N:5]=[C:4]([C:8](Cl)=[O:9])[CH:3]=1.[CH3:11][NH2:12]. The catalyst is C1COCC1.CCO.CCOC(C)=O. The product is [Cl:1][C:2]1[CH:7]=[CH:6][N:5]=[C:4]([C:8]([NH:12][CH3:11])=[O:9])[CH:3]=1. The yield is 0.600. (3) The yield is 0.891. The catalyst is C1(C)C=CC=CC=1. The product is [NH2:1][CH:2]([CH2:3][C:4]1[CH:9]=[CH:8][CH:7]=[CH:6][CH:5]=1)[C:10]([O:12][CH2:24][CH2:23][CH2:22][CH2:21][CH2:20][CH2:19][CH2:18][CH2:17][CH2:16][CH2:15][CH2:14][CH3:13])=[O:11]. The reactants are [NH2:1][CH:2]([C:10]([OH:12])=[O:11])[CH2:3][C:4]1[CH:9]=[CH:8][CH:7]=[CH:6][CH:5]=1.[CH3:13][CH2:14][CH2:15][CH2:16][CH2:17][CH2:18][CH2:19][CH2:20][CH2:21][CH2:22][CH:23](O)[CH3:24].CC1C=CC(S(O)(=O)=O)=CC=1. (4) The reactants are [OH:1][C:2]1[CH:3]=[CH:4][C:5]2[C:6](=[O:17])[C:7]3[C:12]([O:13][C:14]=2[C:15]=1[OH:16])=[CH:11][CH:10]=[CH:9][CH:8]=3.[CH2:18](Br)[CH:19]=[CH2:20].O.C(=O)([O-])[O-].[K+].[K+].[CH3:29][C:30]([CH3:32])=O. The catalyst is ClCCl. The product is [CH2:18]([O:1][C:2]1[CH:3]=[CH:4][C:5]2[C:6](=[O:17])[C:7]3[C:12]([O:13][C:14]=2[C:15]=1[O:16][CH2:32][CH:30]=[CH2:29])=[CH:11][CH:10]=[CH:9][CH:8]=3)[CH:19]=[CH2:20]. The yield is 0.950. (5) The reactants are S(=O)(=O)(O)O.[CH3:6][C:7]1[N:12]=[C:11]([C:13]([OH:15])=[O:14])[CH:10]=[CH:9][CH:8]=1.[CH3:16]O. No catalyst specified. The product is [CH3:16][O:14][C:13]([C:11]1[CH:10]=[CH:9][CH:8]=[C:7]([CH3:6])[N:12]=1)=[O:15]. The yield is 0.460. (6) The reactants are Cl[C:2]1[CH:7]=[C:6]([NH:8][CH2:9][C@@H:10]2[O:15][CH2:14][CH2:13][N:12]([C:16]([O:18][C:19]([CH3:22])([CH3:21])[CH3:20])=[O:17])[CH2:11]2)[C:5]([C:23]([F:26])([F:25])[F:24])=[CH:4][N:3]=1.[NH2:27][C:28]1[CH:33]=[N:32][C:31]([C:34]#[N:35])=[CH:30][N:29]=1.C1(P(C2C=CC=CC=2)C2C=CC3C(=CC=CC=3)C=2C2C3C(=CC=CC=3)C=CC=2P(C2C=CC=CC=2)C2C=CC=CC=2)C=CC=CC=1.C(=O)([O-])[O-].[Cs+].[Cs+]. The catalyst is O1CCOCC1.C1C=CC(/C=C/C(/C=C/C2C=CC=CC=2)=O)=CC=1.C1C=CC(/C=C/C(/C=C/C2C=CC=CC=2)=O)=CC=1.C1C=CC(/C=C/C(/C=C/C2C=CC=CC=2)=O)=CC=1.[Pd].[Pd]. The product is [C:34]([C:31]1[N:32]=[CH:33][C:28]([NH:27][C:2]2[CH:7]=[C:6]([NH:8][CH2:9][C@@H:10]3[O:15][CH2:14][CH2:13][N:12]([C:16]([O:18][C:19]([CH3:22])([CH3:21])[CH3:20])=[O:17])[CH2:11]3)[C:5]([C:23]([F:26])([F:25])[F:24])=[CH:4][N:3]=2)=[N:29][CH:30]=1)#[N:35]. The yield is 0.580.